This data is from Full USPTO retrosynthesis dataset with 1.9M reactions from patents (1976-2016). The task is: Predict the reactants needed to synthesize the given product. (1) Given the product [Cl:33][C:4]1[CH:3]=[CH:2][CH:31]=[C:30]([F:32])[C:5]=1[O:6][C:7]1[CH:8]=[CH:9][CH:10]=[C:11]2[C:15]=1[C:14](=[O:16])[N:13]([CH2:17][C:18]1[CH:19]=[CH:20][C:21]([C:24]3[CH:25]=[N:26][N:27]([CH3:29])[CH:28]=3)=[CH:22][CH:23]=1)[CH2:12]2, predict the reactants needed to synthesize it. The reactants are: N[C:2]1[CH:31]=[C:30]([F:32])[C:5]([O:6][C:7]2[CH:8]=[CH:9][CH:10]=[C:11]3[C:15]=2[C:14](=[O:16])[N:13]([CH2:17][C:18]2[CH:23]=[CH:22][C:21]([C:24]4[CH:25]=[N:26][N:27]([CH3:29])[CH:28]=4)=[CH:20][CH:19]=2)[CH2:12]3)=[C:4]([Cl:33])[CH:3]=1.N(OCCC(C)C)=O. (2) Given the product [Cl:27][C:28]1[CH:36]=[C:35]([O:37][CH3:38])[C:34]([O:39][CH3:40])=[CH:33][C:29]=1[C:30]([Cl:1])=[O:31], predict the reactants needed to synthesize it. The reactants are: [Cl:1]C1C=C(OC)C(OC)=CC=1C1N=C(C2C=C(C(OC)=S)SC=2C)SC=1.[Cl:27][C:28]1[CH:36]=[C:35]([O:37][CH3:38])[C:34]([O:39][CH3:40])=[CH:33][C:29]=1[C:30](O)=[O:31]. (3) Given the product [N:14]1([C:12]([C:5]2[C:6]([C:8]([F:11])([F:10])[F:9])=[N:7][C:2]([N:20]3[C:29]4[C:24](=[CH:25][C:26]([C:30]([O:32][CH3:33])=[O:31])=[CH:27][CH:28]=4)[CH2:23][CH2:22][CH2:21]3)=[N:3][CH:4]=2)=[O:13])[CH2:19][CH2:18][O:17][CH2:16][CH2:15]1, predict the reactants needed to synthesize it. The reactants are: Cl[C:2]1[N:7]=[C:6]([C:8]([F:11])([F:10])[F:9])[C:5]([C:12]([N:14]2[CH2:19][CH2:18][O:17][CH2:16][CH2:15]2)=[O:13])=[CH:4][N:3]=1.[NH:20]1[C:29]2[C:24](=[CH:25][C:26]([C:30]([O:32][CH3:33])=[O:31])=[CH:27][CH:28]=2)[CH2:23][CH2:22][CH2:21]1.C1C=CC(P(C2C=CC3C(=CC=CC=3)C=2C2C3C(=CC=CC=3)C=CC=2P(C2C=CC=CC=2)C2C=CC=CC=2)C2C=CC=CC=2)=CC=1.C(=O)([O-])[O-].[Cs+].[Cs+]. (4) Given the product [CH3:33][O:32][C:23]1[CH:24]=[C:25]([C:26]([O:28][CH3:29])=[O:27])[CH:30]=[CH:31][C:22]=1[C:3]1[CH:4]=[CH:5][CH:6]=[CH:7][C:2]=1[CH3:1], predict the reactants needed to synthesize it. The reactants are: [CH3:1][C:2]1[CH:7]=[C:6](C(O)=O)[CH:5]=[CH:4][C:3]=1[C:3]1[CH:4]=[CH:5][CH:6]=[CH:7][C:2]=1[C:1](F)(F)F.Br[C:22]1[CH:31]=[CH:30][C:25]([C:26]([O:28][CH3:29])=[O:27])=[CH:24][C:23]=1[O:32][CH3:33].C1(C)C=CC=CC=1B(O)O.